This data is from Catalyst prediction with 721,799 reactions and 888 catalyst types from USPTO. The task is: Predict which catalyst facilitates the given reaction. (1) Reactant: [F:1][C:2]1[CH:3]=[C:4]([CH2:9][C:10]([OH:12])=O)[CH:5]=[C:6]([F:8])[CH:7]=1.CN(C=O)C.C(Cl)(=O)C([Cl:21])=O. Product: [F:1][C:2]1[CH:3]=[C:4]([CH2:9][C:10]([Cl:21])=[O:12])[CH:5]=[C:6]([F:8])[CH:7]=1. The catalyst class is: 4. (2) Reactant: C([O:8][C:9]1[CH:14]=[CH:13][C:12]([N:15]2[C:19]3=[N:20][CH:21]=[CH:22][CH:23]=[C:18]3[N:17]([CH:24]3[CH2:26][CH2:25]3)[C:16]2=[O:27])=[CH:11][CH:10]=1)C1C=CC=CC=1. Product: [CH:24]1([N:17]2[C:18]3[C:19](=[N:20][CH:21]=[CH:22][CH:23]=3)[N:15]([C:12]3[CH:13]=[CH:14][C:9]([OH:8])=[CH:10][CH:11]=3)[C:16]2=[O:27])[CH2:26][CH2:25]1. The catalyst class is: 50. (3) Reactant: Cl[C:2]1[N:7]=[C:6]([N:8]([CH3:24])[C:9]2[CH:14]=[CH:13][N:12]=[C:11]([NH:15][CH2:16][CH2:17][C:18]3[CH:23]=[CH:22][CH:21]=[CH:20][CH:19]=3)[N:10]=2)[CH:5]=[CH:4][CH:3]=1.[F:25][C:26]([F:37])([F:36])[C:27]1[CH:32]=[CH:31][C:30](B(O)O)=[CH:29][CH:28]=1.C(=O)([O-])[O-].[Na+].[Na+]. Product: [CH3:24][N:8]([C:6]1[CH:5]=[CH:4][CH:3]=[C:2]([C:30]2[CH:31]=[CH:32][C:27]([C:26]([F:37])([F:36])[F:25])=[CH:28][CH:29]=2)[N:7]=1)[C:9]1[CH:14]=[CH:13][N:12]=[C:11]([NH:15][CH2:16][CH2:17][C:18]2[CH:23]=[CH:22][CH:21]=[CH:20][CH:19]=2)[N:10]=1. The catalyst class is: 2.